This data is from Forward reaction prediction with 1.9M reactions from USPTO patents (1976-2016). The task is: Predict the product of the given reaction. Given the reactants [C:1]([O:5][C:6](=[O:17])[N:7]([C:9]1[CH:14]=[C:13]([NH:15][NH2:16])[N:12]=[CH:11][N:10]=1)[CH3:8])([CH3:4])([CH3:3])[CH3:2].[CH2:18]([O:20][C:21](=[O:29])[C:22]([C:27]#[N:28])=[CH:23]OCC)[CH3:19], predict the reaction product. The product is: [CH2:18]([O:20][C:21]([C:22]1[CH:23]=[N:16][N:15]([C:13]2[CH:14]=[C:9]([N:7]([C:6]([O:5][C:1]([CH3:4])([CH3:2])[CH3:3])=[O:17])[CH3:8])[N:10]=[CH:11][N:12]=2)[C:27]=1[NH2:28])=[O:29])[CH3:19].